From a dataset of Forward reaction prediction with 1.9M reactions from USPTO patents (1976-2016). Predict the product of the given reaction. (1) Given the reactants [N:1]([CH2:4][C:5]1[CH:10]=[CH:9][C:8]([C:11]2[O:15][N:14]=[C:13]([C:16]3[CH:21]=[CH:20][C:19]([O:22][CH:23]([CH3:25])[CH3:24])=[C:18]([Cl:26])[CH:17]=3)[N:12]=2)=[CH:7][CH:6]=1)=[N+]=[N-].C1(P(C2C=CC=CC=2)C2C=CC=CC=2)C=CC=CC=1, predict the reaction product. The product is: [Cl:26][C:18]1[CH:17]=[C:16]([C:13]2[N:12]=[C:11]([C:8]3[CH:9]=[CH:10][C:5]([CH2:4][NH2:1])=[CH:6][CH:7]=3)[O:15][N:14]=2)[CH:21]=[CH:20][C:19]=1[O:22][CH:23]([CH3:25])[CH3:24]. (2) Given the reactants [CH:1]1[C:13]2[CH:12]([CH2:14][CH2:15]O)[C:11]3[C:6](=[CH:7][CH:8]=[CH:9][CH:10]=3)[C:5]=2[CH:4]=[CH:3][CH:2]=1.C([Li])CCC.C(S(F)(=O)=O)(F)(F)F.[CH:30]1([Li])[C:38]2[C:33](=[CH:34][CH:35]=[CH:36][CH:37]=2)[CH:32]=[CH:31]1, predict the reaction product. The product is: [CH:1]1[C:13]2[CH:12]([CH2:14][CH2:15][CH:30]3[C:38]4[C:33](=[CH:34][CH:35]=[CH:36][CH:37]=4)[CH:32]=[CH:31]3)[C:11]3[C:6](=[CH:7][CH:8]=[CH:9][CH:10]=3)[C:5]=2[CH:4]=[CH:3][CH:2]=1.